This data is from Forward reaction prediction with 1.9M reactions from USPTO patents (1976-2016). The task is: Predict the product of the given reaction. (1) Given the reactants [N:1]1([CH2:7][CH2:8][CH2:9][O:10][C:11]2[CH:16]=[CH:15][C:14]([NH2:17])=[CH:13][CH:12]=2)[CH2:6][CH2:5][CH2:4][CH2:3][CH2:2]1.[F:18][C:19]1[CH:20]=[C:21]2[C:25](=[CH:26][CH:27]=1)[NH:24][C:23](=[O:28])[C:22]2=[CH:29]O, predict the reaction product. The product is: [F:18][C:19]1[CH:20]=[C:21]2[C:25](=[CH:26][CH:27]=1)[NH:24][C:23](=[O:28])[C:22]2=[CH:29][NH:17][C:14]1[CH:13]=[CH:12][C:11]([O:10][CH2:9][CH2:8][CH2:7][N:1]2[CH2:2][CH2:3][CH2:4][CH2:5][CH2:6]2)=[CH:16][CH:15]=1. (2) Given the reactants FC(F)(F)C1C=C(NC(=O)NC2C=CC(C3SC(CCC(OC)=O)=NC=3)=CC=2)C=CC=1.[NH2:32][C:33]1[CH:38]=[CH:37][C:36]([C:39]2[N:43]=[C:42]([CH2:44][CH2:45][CH2:46][C:47]([O:49][CH3:50])=[O:48])[O:41][N:40]=2)=[CH:35][CH:34]=1.[Cl:51][C:52]1[CH:57]=[CH:56][C:55]([N:58]=[C:59]=[O:60])=[C:54]([O:61][C:62]2[CH:67]=[CH:66][CH:65]=[CH:64][CH:63]=2)[CH:53]=1, predict the reaction product. The product is: [Cl:51][C:52]1[CH:57]=[CH:56][C:55]([NH:58][C:59](=[O:60])[NH:32][C:33]2[CH:34]=[CH:35][C:36]([C:39]3[N:43]=[C:42]([CH2:44][CH2:45][CH2:46][C:47]([O:49][CH3:50])=[O:48])[O:41][N:40]=3)=[CH:37][CH:38]=2)=[C:54]([O:61][C:62]2[CH:63]=[CH:64][CH:65]=[CH:66][CH:67]=2)[CH:53]=1. (3) Given the reactants [NH2:1][CH:2]([CH2:6][N:7]1[CH:11]=[CH:10][CH:9]=[N:8]1)[C:3]([OH:5])=[O:4].Cl(O)(=O)(=O)=O.C(=O)(O)[O-].[Na+].C(O[C:26]([CH3:29])([CH3:28])[CH3:27])(=O)C, predict the reaction product. The product is: [NH2:1][CH:2]([CH2:6][N:7]1[CH:11]=[CH:10][CH:9]=[N:8]1)[C:3]([O:5][C:26]([CH3:29])([CH3:28])[CH3:27])=[O:4]. (4) The product is: [NH2:19][C:10]1[S:11][C:7]([C:5]2[CH:4]=[CH:3][N:38]=[C:36]([NH:35][C:32]3[CH:31]=[CH:30][C:29]([N:23]4[CH2:28][CH2:27][O:26][CH2:25][CH2:24]4)=[CH:34][CH:33]=3)[N:37]=2)=[C:8]([CH3:17])[N:9]=1. Given the reactants CN(C)[CH:3]=[CH:4][C:5]([C:7]1[S:11][C:10](C(N(C)C)=N)=[N:9][C:8]=1[CH3:17])=O.[N+:19]([O-])(O)=O.[N:23]1([C:29]2[CH:34]=[CH:33][C:32]([NH:35][C:36]([NH2:38])=[NH:37])=[CH:31][CH:30]=2)[CH2:28][CH2:27][O:26][CH2:25][CH2:24]1, predict the reaction product. (5) Given the reactants [BH4-].[Na+].[CH3:3][C:4]1[CH:9]=[C:8]([C:10]([N:12]2[CH2:21][C:20]3[CH:19]=[N:18][N:17]([CH3:22])[C:16]=3[NH:15][C:14]3[CH:23]=[CH:24][CH:25]=[CH:26][C:13]2=3)=[O:11])[CH:7]=[CH:6][C:5]=1[CH2:27][CH2:28][C:29]([N:31]1[CH2:36][CH2:35][CH:34]([CH:37]=[O:38])[CH2:33][CH2:32]1)=[O:30].Cl, predict the reaction product. The product is: [OH:38][CH2:37][CH:34]1[CH2:35][CH2:36][N:31]([C:29](=[O:30])[CH2:28][CH2:27][C:5]2[CH:6]=[CH:7][C:8]([C:10]([N:12]3[CH2:21][C:20]4[CH:19]=[N:18][N:17]([CH3:22])[C:16]=4[NH:15][C:14]4[CH:23]=[CH:24][CH:25]=[CH:26][C:13]3=4)=[O:11])=[CH:9][C:4]=2[CH3:3])[CH2:32][CH2:33]1.